From a dataset of CYP3A4 substrate classification data from Carbon-Mangels et al.. Regression/Classification. Given a drug SMILES string, predict its absorption, distribution, metabolism, or excretion properties. Task type varies by dataset: regression for continuous measurements (e.g., permeability, clearance, half-life) or binary classification for categorical outcomes (e.g., BBB penetration, CYP inhibition). Dataset: cyp3a4_substrate_carbonmangels. (1) The drug is CC(C)(C(=O)c1cccnc1)c1cccnc1. The result is 0 (non-substrate). (2) The drug is O=[S@H](Cc1ccccn1)c1nc2ccccc2[nH]1. The result is 0 (non-substrate). (3) The compound is O=C(O)COC(=O)Cc1ccccc1Nc1c(Cl)cccc1Cl. The result is 0 (non-substrate). (4) The drug is CCOC(=O)C1=C(C)NC(C)=C(C(=O)OC)[C@@H]1c1cccc(Cl)c1Cl. The result is 1 (substrate). (5) The drug is CN(C)CCOC1=Cc2ccccc2Sc2ccc(Cl)cc21. The result is 1 (substrate). (6) The drug is CCCC(=O)O[C@H]1[C@H](C)O[C@@H](O[C@@H]2[C@@H](C)O[C@@H](O[C@@H]3[C@@H](OC)[C@H](O)CC(=O)O[C@H](C)CC=CC=C[C@H](O)[C@H](C)C[C@@H]3CC=O)[C@H](O)[C@H]2N(C)C)C[C@@]1(C)OC(=O)CC. The result is 0 (non-substrate).